The task is: Predict the product of the given reaction.. This data is from Forward reaction prediction with 1.9M reactions from USPTO patents (1976-2016). (1) Given the reactants [CH3:1][C:2]1([C:12]([O:14][CH3:15])=[O:13])[CH2:10][C:9]2[C:4](=[CH:5][CH:6]=[CH:7][CH:8]=2)[C:3]1=O, predict the reaction product. The product is: [CH3:1][C:2]1([C:12]([O:14][CH3:15])=[O:13])[CH2:10][C:9]2[C:4](=[CH:5][CH:6]=[CH:7][CH:8]=2)[CH2:3]1. (2) Given the reactants C(O)(C(F)(F)F)=O.[CH3:8][C:9]([NH:32]C(=O)OC(C)(C)C)([CH3:31])[C:10]([NH:12][C:13]1[CH:14]=[N:15][C:16]([O:19][C:20]2[CH:29]=[CH:28][CH:27]=[C:26]3[C:21]=2[CH2:22][CH:23]([CH3:30])[CH2:24][O:25]3)=[CH:17][CH:18]=1)=[O:11], predict the reaction product. The product is: [CH3:31][C:9]([C:10]([NH:12][C:13]1[CH:14]=[N:15][C:16]([O:19][C:20]2[CH:29]=[CH:28][CH:27]=[C:26]3[C:21]=2[CH2:22][CH:23]([CH3:30])[CH2:24][O:25]3)=[CH:17][CH:18]=1)=[O:11])([CH3:8])[NH2:32]. (3) Given the reactants [Br:1]Br.[Cl:3][C:4]1[CH:9]=[CH:8][C:7]([C:10]2[O:11][C:12]([CH3:18])=[C:13]([C:15](=[O:17])[CH3:16])[N:14]=2)=[CH:6][CH:5]=1.C(=O)(O)[O-].[Na+], predict the reaction product. The product is: [Br:1][CH2:16][C:15]([C:13]1[N:14]=[C:10]([C:7]2[CH:6]=[CH:5][C:4]([Cl:3])=[CH:9][CH:8]=2)[O:11][C:12]=1[CH3:18])=[O:17].